This data is from Catalyst prediction with 721,799 reactions and 888 catalyst types from USPTO. The task is: Predict which catalyst facilitates the given reaction. (1) Reactant: [CH:1]([C:4]1[C:8]([CH2:9][CH2:10][CH2:11][O:12][C:13]2[C:20]([O:21][CH3:22])=[CH:19][CH:18]=[CH:17][C:14]=2C=O)=[CH:7][N:6]([C:23]2[CH:28]=[CH:27][C:26]([C:29]([F:32])([F:31])[F:30])=[CH:25][N:24]=2)[N:5]=1)([CH3:3])[CH3:2].[O:33]1[CH2:37][CH2:36]CC1.CSCS(C)=[O:42].[OH-].[Na+]. Product: [CH:1]([C:4]1[C:8]([CH2:9][CH2:10][CH2:11][O:12][C:13]2[C:20]([O:21][CH3:22])=[CH:19][CH:18]=[CH:17][C:14]=2[CH2:36][C:37]([OH:33])=[O:42])=[CH:7][N:6]([C:23]2[CH:28]=[CH:27][C:26]([C:29]([F:30])([F:31])[F:32])=[CH:25][N:24]=2)[N:5]=1)([CH3:2])[CH3:3]. The catalyst class is: 6. (2) Reactant: [CH3:1][O:2][C:3](=[O:20])[C:4]1[CH:9]=[C:8]([CH2:10][CH2:11][N:12]2[CH2:16][CH2:15][CH2:14][CH2:13]2)[CH:7]=[CH:6][C:5]=1[N+:17]([O-])=O. Product: [CH3:1][O:2][C:3](=[O:20])[C:4]1[CH:9]=[C:8]([CH2:10][CH2:11][N:12]2[CH2:16][CH2:15][CH2:14][CH2:13]2)[CH:7]=[CH:6][C:5]=1[NH2:17]. The catalyst class is: 123. (3) The catalyst class is: 4. Product: [Cl:36][C:22]1[CH:21]=[N:20][CH:19]=[C:18]([Cl:17])[C:23]=1[S:24][C:25]1[S:29][C:28]([C:30]([NH:40][CH:37]([CH3:39])[CH3:38])=[O:32])=[CH:27][C:26]=1[N+:33]([O-:35])=[O:34]. Reactant: Cl[Sb-](Cl)(Cl)(Cl)(Cl)Cl.ClOC(N(C)C)=[N+](C)C.[Cl:17][C:18]1[CH:19]=[N:20][CH:21]=[C:22]([Cl:36])[C:23]=1[S:24][C:25]1[S:29][C:28]([C:30]([OH:32])=O)=[CH:27][C:26]=1[N+:33]([O-:35])=[O:34].[CH:37]([NH2:40])([CH3:39])[CH3:38].C(N(CC)CC)C. (4) Reactant: [NH2:1][C:2]1[CH:3]=[CH:4][CH:5]=[C:6]2[C:11]=1[C:10](=[O:12])[N:9]([C:13]1[CH:18]=[CH:17][CH:16]=[C:15]([C:19]([F:22])([F:21])[F:20])[CH:14]=1)[CH2:8][CH2:7]2.[N:23]1[CH:28]=[CH:27][N:26]=[CH:25][C:24]=1[C:29](O)=[O:30].CN(C(ON1N=NC2C=CC=NC1=2)=[N+](C)C)C.F[P-](F)(F)(F)(F)F.CCN(C(C)C)C(C)C. Product: [O:12]=[C:10]1[C:11]2[C:6](=[CH:5][CH:4]=[CH:3][C:2]=2[NH:1][C:29]([C:24]2[CH:25]=[N:26][CH:27]=[CH:28][N:23]=2)=[O:30])[CH2:7][CH2:8][N:9]1[C:13]1[CH:18]=[CH:17][CH:16]=[C:15]([C:19]([F:22])([F:20])[F:21])[CH:14]=1. The catalyst class is: 136. (5) Reactant: [H-].C([Al+]CC(C)C)C(C)C.[Cl:11][C:12]1[N:13]=[CH:14][C:15]([C:18](OC)=[O:19])=[N:16][CH:17]=1.[OH-].[Na+]. Product: [Cl:11][C:12]1[N:13]=[CH:14][C:15]([CH2:18][OH:19])=[N:16][CH:17]=1. The catalyst class is: 305. (6) Reactant: [NH:1]1[C:9]2[C:4](=[CH:5][CH:6]=[CH:7][C:8]=2[C:10]([OH:12])=O)[CH:3]=[CH:2]1.CN(C(ON1N=NC2C=CC=CC1=2)=[N+](C)C)C.[B-](F)(F)(F)F.C(N(CC)C(C)C)(C)C.[C:44]([C:48]1[CH:65]=[CH:64][C:51]([CH2:52][NH:53][CH2:54][CH2:55][C:56]2[CH:61]=[CH:60][C:59]([F:62])=[C:58]([Cl:63])[CH:57]=2)=[CH:50][CH:49]=1)([CH3:47])([CH3:46])[CH3:45]. Product: [C:44]([C:48]1[CH:65]=[CH:64][C:51]([CH2:52][N:53]([CH2:54][CH2:55][C:56]2[CH:61]=[CH:60][C:59]([F:62])=[C:58]([Cl:63])[CH:57]=2)[C:10]([C:8]2[CH:7]=[CH:6][CH:5]=[C:4]3[C:9]=2[NH:1][CH:2]=[CH:3]3)=[O:12])=[CH:50][CH:49]=1)([CH3:47])([CH3:45])[CH3:46]. The catalyst class is: 18. (7) Reactant: O1[C:5]2([CH2:10][CH2:9][C:8]([C:11]3[N:16]=[CH:15][C:14]([NH:17][C:18]([C:20]4[CH:21]=[N:22][N:23]([C:26]5[CH:31]=[CH:30][C:29]([C:32]([F:35])([F:34])[F:33])=[CH:28][CH:27]=5)[C:24]=4C)=[O:19])=[CH:13][C:12]=3[CH3:36])=[CH:7][CH2:6]2)[O:4]CC1.FC(F)(F)C(O)=O. Product: [CH3:36][C:12]1[CH:13]=[C:14]([NH:17][C:18]([C:20]2[CH:21]=[N:22][N:23]([C:26]3[CH:27]=[CH:28][C:29]([C:32]([F:35])([F:33])[F:34])=[CH:30][CH:31]=3)[CH:24]=2)=[O:19])[CH:15]=[N:16][C:11]=1[C:8]1[CH2:9][CH2:10][C:5](=[O:4])[CH2:6][CH:7]=1. The catalyst class is: 6. (8) The catalyst class is: 11. Reactant: [CH3:1][S:2]([O:5][C@@H:6]([CH2:11][C:12]1[CH:17]=[CH:16][CH:15]=[CH:14][CH:13]=1)[C:7]([O:9]C)=[O:8])(=[O:4])=[O:3]. Product: [CH3:1][S:2]([O:5][C@@H:6]([CH2:11][C:12]1[CH:17]=[CH:16][CH:15]=[CH:14][CH:13]=1)[C:7]([OH:9])=[O:8])(=[O:4])=[O:3]. (9) Reactant: FC(F)(F)C(O)=O.C(OC([N:15]1[CH2:20][CH2:19][N:18]([S:21]([C:24]2[CH:29]=[CH:28][C:27]([NH:30][C:31](=[O:34])[CH:32]=[CH2:33])=[CH:26][CH:25]=2)(=[O:23])=[O:22])[CH2:17][CH2:16]1)=O)(C)(C)C. Product: [N:18]1([S:21]([C:24]2[CH:25]=[CH:26][C:27]([NH:30][C:31](=[O:34])[CH:32]=[CH2:33])=[CH:28][CH:29]=2)(=[O:22])=[O:23])[CH2:17][CH2:16][NH:15][CH2:20][CH2:19]1. The catalyst class is: 2. (10) Reactant: [CH2:1]([N:8]([CH2:25][C:26]1[CH:31]=[CH:30][CH:29]=[CH:28][CH:27]=1)[C:9]1[C:14]2[N:15]=[C:16]([CH2:19][O:20][CH2:21][CH3:22])[N:17]([NH2:18])[C:13]=2[C:12]([CH3:23])=[C:11]([CH3:24])[N:10]=1)[C:2]1[CH:7]=[CH:6][CH:5]=[CH:4][CH:3]=1.CO[C:34](OC)([CH3:36])[CH3:35].C1(C)C=CC(S([O-])(=O)=O)=CC=1.[NH+]1C=CC=CC=1. Product: [CH2:25]([N:8]([CH2:1][C:2]1[CH:3]=[CH:4][CH:5]=[CH:6][CH:7]=1)[C:9]1[C:14]2[N:15]=[C:16]([CH2:19][O:20][CH2:21][CH3:22])[N:17]([N:18]=[C:34]([CH3:36])[CH3:35])[C:13]=2[C:12]([CH3:23])=[C:11]([CH3:24])[N:10]=1)[C:26]1[CH:27]=[CH:28][CH:29]=[CH:30][CH:31]=1. The catalyst class is: 10.